Task: Predict the reactants needed to synthesize the given product.. Dataset: Full USPTO retrosynthesis dataset with 1.9M reactions from patents (1976-2016) (1) The reactants are: C([O:8][C:9]1[C:10]2[N:11]([CH:15]=[N:16][N:17]=2)[CH:12]=[CH:13][CH:14]=1)C1C=CC=CC=1. Given the product [N:17]1[N:16]=[CH:15][N:11]2[CH:12]=[CH:13][CH:14]=[C:9]([OH:8])[C:10]=12, predict the reactants needed to synthesize it. (2) Given the product [Cl:1][C:2]1[CH:3]=[C:4]([C:16]2[CH:17]=[C:18]3[C:23](=[CH:24][CH:25]=2)[NH:22][C:21](=[O:26])[CH2:20][CH2:19]3)[CH:5]=[CH:6][C:7]=1[C:8]([F:11])([F:10])[F:9], predict the reactants needed to synthesize it. The reactants are: [Cl:1][C:2]1[CH:3]=[C:4](B(O)O)[CH:5]=[CH:6][C:7]=1[C:8]([F:11])([F:10])[F:9].Br[C:16]1[CH:17]=[C:18]2[C:23](=[CH:24][CH:25]=1)[NH:22][C:21](=[O:26])[CH2:20][CH2:19]2.O. (3) Given the product [Br:1][C:2]1[S:6][C:5]([C:7]2[NH:11][CH:25]([C:26]([O:28][CH3:29])=[O:27])[CH2:30][N:31]=2)=[C:4]([C:12]2[CH:17]=[CH:16][C:15]([Cl:18])=[CH:14][C:13]=2[Cl:19])[C:3]=1[C:20]#[N:21], predict the reactants needed to synthesize it. The reactants are: [Br:1][C:2]1[S:6][C:5]([C:7](=[NH:11])OCC)=[C:4]([C:12]2[CH:17]=[CH:16][C:15]([Cl:18])=[CH:14][C:13]=2[Cl:19])[C:3]=1[C:20]#[N:21].Cl.Cl.N[CH:25]([CH2:30][NH2:31])[C:26]([O:28][CH3:29])=[O:27]. (4) Given the product [Cl:28][C:17]1[CH:18]=[C:19]2[C:23](=[C:15]([CH2:14][N:10]3[C:11]4[C:7](=[CH:6][C:5]([C:3]([OH:4])=[O:2])=[CH:13][CH:12]=4)[CH2:8][C:9]3=[O:29])[CH:16]=1)[N:22]([CH2:24][CH:25]([CH3:27])[CH3:26])[N:21]=[CH:20]2, predict the reactants needed to synthesize it. The reactants are: C[O:2][C:3]([C:5]1[CH:6]=[C:7]2[C:11](=[CH:12][CH:13]=1)[N:10]([CH2:14][C:15]1[CH:16]=[C:17]([Cl:28])[CH:18]=[C:19]3[C:23]=1[N:22]([CH2:24][CH:25]([CH3:27])[CH3:26])[N:21]=[CH:20]3)[C:9](=[O:29])[CH2:8]2)=[O:4].[OH-].[Li+].O.CO. (5) Given the product [N:2]1[CH:7]=[CH:6][CH:5]=[C:4]([CH2:8][CH2:9][C:10]([O:12][CH2:13][C:14]2[CH:19]=[CH:18][CH:17]=[CH:16][CH:15]=2)=[O:11])[CH:3]=1, predict the reactants needed to synthesize it. The reactants are: Cl.[N:2]1[CH:7]=[CH:6][CH:5]=[C:4]([CH2:8][CH2:9][C:10]([OH:12])=[O:11])[CH:3]=1.[CH2:13](O)[C:14]1[CH:19]=[CH:18][CH:17]=[CH:16][CH:15]=1.O.C1(C)C=CC(S(O)(=O)=O)=CC=1.C(=O)([O-])O.[Na+].